The task is: Predict the reactants needed to synthesize the given product.. This data is from Full USPTO retrosynthesis dataset with 1.9M reactions from patents (1976-2016). (1) Given the product [C:33]([O:32][C:31](=[O:37])[NH:30][C:26]1([C:23]2[CH:24]=[CH:25][C:20]([C:19]3[N:5]4[C:6]5[CH:18]=[CH:17][CH:16]=[N:15][C:7]=5[NH:8][C:9]5[CH:14]=[CH:13][CH:12]=[CH:11][C:10]=5[C:4]4=[N:3][C:2]=3[C:43]3[CH:44]=[CH:45][C:40]([CH2:39][OH:38])=[CH:41][CH:42]=3)=[CH:21][CH:22]=2)[CH2:29][CH2:28][CH2:27]1)([CH3:34])([CH3:36])[CH3:35], predict the reactants needed to synthesize it. The reactants are: Cl[C:2]1[N:3]=[C:4]2[C:10]3[CH:11]=[CH:12][CH:13]=[CH:14][C:9]=3[NH:8][C:7]3[N:15]=[CH:16][CH:17]=[CH:18][C:6]=3[N:5]2[C:19]=1[C:20]1[CH:25]=[CH:24][C:23]([C:26]2([NH:30][C:31](=[O:37])[O:32][C:33]([CH3:36])([CH3:35])[CH3:34])[CH2:29][CH2:28][CH2:27]2)=[CH:22][CH:21]=1.[OH:38][CH2:39][C:40]1[CH:45]=[CH:44][C:43](B(O)O)=[CH:42][CH:41]=1.C([O-])([O-])=O.[Na+].[Na+]. (2) Given the product [NH2:13][C:3]1[CH:4]=[C:5]([S:8]([NH:11][CH3:12])(=[O:9])=[O:10])[CH:6]=[CH:7][C:2]=1[Cl:1], predict the reactants needed to synthesize it. The reactants are: [Cl:1][C:2]1[CH:7]=[CH:6][C:5]([S:8]([NH:11][CH3:12])(=[O:10])=[O:9])=[CH:4][C:3]=1[N+:13]([O-])=O.[NH4+].[Cl-]. (3) Given the product [Cl:38][C:37]1[C:32]([NH:31][C@@H:28]2[CH2:27][CH2:26][C@H:25]([N:20]([CH2:19][C:17]#[N:18])[S:21]([CH3:24])(=[O:23])=[O:22])[CH2:30][CH2:29]2)=[N:33][C:34]([NH:16][C:13]2[CH:14]=[CH:15][C:8]3[CH2:7][CH2:6][N:5]([CH2:4][CH2:3][O:2][CH3:1])[CH2:11][CH2:10][C:9]=3[CH:12]=2)=[N:35][CH:36]=1, predict the reactants needed to synthesize it. The reactants are: [CH3:1][O:2][CH2:3][CH2:4][N:5]1[CH2:11][CH2:10][C:9]2[CH:12]=[C:13]([NH2:16])[CH:14]=[CH:15][C:8]=2[CH2:7][CH2:6]1.[C:17]([CH2:19][N:20]([C@H:25]1[CH2:30][CH2:29][C@@H:28]([NH:31][C:32]2[C:37]([Cl:38])=[CH:36][N:35]=[C:34](Cl)[N:33]=2)[CH2:27][CH2:26]1)[S:21]([CH3:24])(=[O:23])=[O:22])#[N:18]. (4) The reactants are: Br[C:2]1[CH:3]=[N:4][C:5]2[N:6]([N:8]=[C:9]([C:13]3[CH:18]=[CH:17][C:16]([O:19][C:20]4[CH:25]=[CH:24][CH:23]=[CH:22][CH:21]=4)=[CH:15][CH:14]=3)[C:10]=2[C:11]#[N:12])[CH:7]=1.[OH:26][C:27]1[CH:28]=[C:29](B(O)O)[CH:30]=[CH:31][CH:32]=1.C([O-])([O-])=O.[Na+].[Na+]. Given the product [OH:26][C:27]1[CH:32]=[C:31]([C:2]2[CH:3]=[N:4][C:5]3[N:6]([N:8]=[C:9]([C:13]4[CH:18]=[CH:17][C:16]([O:19][C:20]5[CH:25]=[CH:24][CH:23]=[CH:22][CH:21]=5)=[CH:15][CH:14]=4)[C:10]=3[C:11]#[N:12])[CH:7]=2)[CH:30]=[CH:29][CH:28]=1, predict the reactants needed to synthesize it.